Task: Predict which catalyst facilitates the given reaction.. Dataset: Catalyst prediction with 721,799 reactions and 888 catalyst types from USPTO Reactant: [CH2:1]([OH:3])C.[C:4]1([S:14]([CH2:17][C:18]2[CH:19]=[C:20]([CH:36]=[CH:37][C:38]=2[N+:39]([O-])=O)[O:21][CH:22]([CH3:35])COS(C2C=CC(C)=CC=2)(=O)=O)(=[O:16])=[O:15])[C:13]2[C:8](=[CH:9][CH:10]=[CH:11][CH:12]=2)[CH:7]=[CH:6][CH:5]=1.[CH2:42]1[CH2:46]O[CH2:44][CH2:43]1. Product: [NH2:39][C:38]1[CH:37]=[CH:36][C:20]([O:21][CH2:22][CH2:35][CH2:1][O:3][S:14]([C:42]2[CH:46]=[CH:5][C:4]([CH3:13])=[CH:44][CH:43]=2)(=[O:16])=[O:15])=[CH:19][C:18]=1[CH2:17][S:14]([C:4]1[C:13]2[C:8](=[CH:9][CH:10]=[CH:11][CH:12]=2)[CH:7]=[CH:6][CH:5]=1)(=[O:15])=[O:16]. The catalyst class is: 45.